Task: Regression. Given two drug SMILES strings and cell line genomic features, predict the synergy score measuring deviation from expected non-interaction effect.. Dataset: NCI-60 drug combinations with 297,098 pairs across 59 cell lines (1) Drug 1: C(=O)(N)NO. Drug 2: CC12CCC3C(C1CCC2OP(=O)(O)O)CCC4=C3C=CC(=C4)OC(=O)N(CCCl)CCCl.[Na+]. Cell line: UO-31. Synergy scores: CSS=32.9, Synergy_ZIP=-9.47, Synergy_Bliss=-12.6, Synergy_Loewe=-7.94, Synergy_HSA=-6.83. (2) Drug 1: CN1CCC(CC1)COC2=C(C=C3C(=C2)N=CN=C3NC4=C(C=C(C=C4)Br)F)OC. Drug 2: C1CC(C1)(C(=O)O)C(=O)O.[NH2-].[NH2-].[Pt+2]. Cell line: MALME-3M. Synergy scores: CSS=34.0, Synergy_ZIP=-4.57, Synergy_Bliss=5.11, Synergy_Loewe=5.02, Synergy_HSA=5.45. (3) Cell line: NCI-H226. Drug 1: CNC(=O)C1=CC=CC=C1SC2=CC3=C(C=C2)C(=NN3)C=CC4=CC=CC=N4. Drug 2: CC1C(C(CC(O1)OC2CC(CC3=C2C(=C4C(=C3O)C(=O)C5=C(C4=O)C(=CC=C5)OC)O)(C(=O)CO)O)N)O.Cl. Synergy scores: CSS=52.1, Synergy_ZIP=3.69, Synergy_Bliss=7.27, Synergy_Loewe=-5.38, Synergy_HSA=7.23.